From a dataset of Reaction yield outcomes from USPTO patents with 853,638 reactions. Predict the reaction yield, written as a fraction of the theoretical maximum amount of product (1.0 means a 100% yield; for example, 0.34 means a 34% yield). (1) The reactants are [N:1]1([CH2:6][CH2:7][OH:8])[CH:5]=[CH:4][CH:3]=[N:2]1.[N+:9]([C:12]1[CH:19]=[CH:18][CH:17]=[C:16]([N+]([O-])=O)[C:13]=1[C:14]#[N:15])([O-:11])=[O:10]. No catalyst specified. The product is [N:1]1([CH2:6][CH2:7][O:8][C:16]2[CH:17]=[CH:18][CH:19]=[C:12]([N+:9]([O-:11])=[O:10])[C:13]=2[C:14]#[N:15])[CH:5]=[CH:4][CH:3]=[N:2]1. The yield is 0.892. (2) The reactants are Br[C:2]1[CH:7]=[CH:6][C:5]([C:8]#[N:9])=[CH:4][N:3]=1.[CH:10]1([NH2:14])[CH2:13][CH2:12][CH2:11]1. The catalyst is O1CCOCC1. The product is [CH:10]1([NH:14][C:2]2[CH:7]=[CH:6][C:5]([C:8]#[N:9])=[CH:4][N:3]=2)[CH2:13][CH2:12][CH2:11]1. The yield is 0.740.